This data is from Forward reaction prediction with 1.9M reactions from USPTO patents (1976-2016). The task is: Predict the product of the given reaction. (1) Given the reactants Cl[C:2]1[N:3]=[C:4]([N:22]2[CH2:27][CH2:26][O:25][CH2:24][CH2:23]2)[C:5]2[S:10][C:9]([CH2:11][N:12]3[CH2:15][CH:14]([N:16]4[CH2:21][CH2:20][O:19][CH2:18][CH2:17]4)[CH2:13]3)=[CH:8][C:6]=2[N:7]=1.[CH3:28][C:29]1[O:30][C:31]2[CH:46]=[CH:45][CH:44]=[CH:43][C:32]=2[C:33]=1B1OC(C)(C)C(C)(C)O1.C([O-])([O-])=O.[Cs+].[Cs+], predict the reaction product. The product is: [CH3:28][C:29]1[O:30][C:31]2[CH:46]=[CH:45][CH:44]=[CH:43][C:32]=2[C:33]=1[C:2]1[N:3]=[C:4]([N:22]2[CH2:27][CH2:26][O:25][CH2:24][CH2:23]2)[C:5]2[S:10][C:9]([CH2:11][N:12]3[CH2:15][CH:14]([N:16]4[CH2:21][CH2:20][O:19][CH2:18][CH2:17]4)[CH2:13]3)=[CH:8][C:6]=2[N:7]=1. (2) Given the reactants [N:1]1[N:12]2[C:4]([N:5]=[C:6]3[C:10](=[C:11]2[C:13]2[CH:14]=[CH:15][C:16]4[O:20][C:19]([CH2:21][CH2:22][OH:23])=[CH:18][C:17]=4[CH:24]=2)[CH2:9][CH2:8][CH2:7]3)=[CH:3][CH:2]=1.C(N(CC)CC)C.[CH3:32][S:33](Cl)(=[O:35])=[O:34].O, predict the reaction product. The product is: [N:1]1[N:12]2[C:4]([N:5]=[C:6]3[C:10](=[C:11]2[C:13]2[CH:14]=[CH:15][C:16]4[O:20][C:19]([CH2:21][CH2:22][O:23][S:33]([CH3:32])(=[O:35])=[O:34])=[CH:18][C:17]=4[CH:24]=2)[CH2:9][CH2:8][CH2:7]3)=[CH:3][CH:2]=1. (3) Given the reactants [C:1]([C:3]1[CH:4]=[C:5]([C:13]2[N:18]=[CH:17][C:16]([C:19]3[C:20]([O:33][CH3:34])=[C:21]([CH2:25][CH2:26][CH2:27][C:28]([O:30]CC)=[O:29])[CH:22]=[CH:23][CH:24]=3)=[CH:15][N:14]=2)[CH:6]=[CH:7][C:8]=1[O:9][CH:10]([CH3:12])[CH3:11])#[N:2].[OH-].[Li+].CC(O)=O, predict the reaction product. The product is: [C:1]([C:3]1[CH:4]=[C:5]([C:13]2[N:14]=[CH:15][C:16]([C:19]3[C:20]([O:33][CH3:34])=[C:21]([CH2:25][CH2:26][CH2:27][C:28]([OH:30])=[O:29])[CH:22]=[CH:23][CH:24]=3)=[CH:17][N:18]=2)[CH:6]=[CH:7][C:8]=1[O:9][CH:10]([CH3:12])[CH3:11])#[N:2]. (4) Given the reactants [Br:1][C:2]1[CH:3]=[C:4]([C:8]2([C:11]([O:13]C)=[O:12])[CH2:10][CH2:9]2)[CH:5]=[N:6][CH:7]=1.[OH-].[Na+], predict the reaction product. The product is: [Br:1][C:2]1[CH:3]=[C:4]([C:8]2([C:11]([OH:13])=[O:12])[CH2:9][CH2:10]2)[CH:5]=[N:6][CH:7]=1. (5) Given the reactants [Li+].CC([N-]C(C)C)C.[F:9][C:10]1[CH:16]=[C:15]([I:17])[CH:14]=[CH:13][C:11]=1[NH2:12].[CH:18]1([N:21]2[C:30]3[C:25](=[C:26](F)[CH:27]=[C:28]([F:31])[CH:29]=3)[C:24](=[O:33])[C:23]([OH:34])=[C:22]2[CH3:35])[CH2:20][CH2:19]1, predict the reaction product. The product is: [CH:18]1([N:21]2[C:30]3[C:25](=[C:26]([NH:12][C:11]4[CH:13]=[CH:14][C:15]([I:17])=[CH:16][C:10]=4[F:9])[CH:27]=[C:28]([F:31])[CH:29]=3)[C:24](=[O:33])[C:23]([OH:34])=[C:22]2[CH3:35])[CH2:20][CH2:19]1.